From a dataset of Reaction yield outcomes from USPTO patents with 853,638 reactions. Predict the reaction yield, written as a fraction of the theoretical maximum amount of product (1.0 means a 100% yield; for example, 0.34 means a 34% yield). (1) The catalyst is CC(N(C)C)=O.[Cl-].C([N+](CC)(CC)CC)C1C=CC=CC=1. The yield is 0.560. The reactants are [CH2:1]([O:5][C:6]1[CH:11]=[CH:10][C:9]([S:12]([NH:15][C@H:16]([C:20]([S:23][CH2:24][CH2:25][CH2:26][OH:27])([CH3:22])[CH3:21])[C:17]([OH:19])=[O:18])(=[O:14])=[O:13])=[CH:8][CH:7]=1)[C:2]#[C:3][CH3:4].[C:28](Br)([CH3:31])([CH3:30])[CH3:29].C(=O)([O-])[O-].[K+].[K+]. The product is [CH2:1]([O:5][C:6]1[CH:11]=[CH:10][C:9]([S:12]([NH:15][C@H:16]([C:20]([S:23][CH2:24][CH2:25][CH2:26][OH:27])([CH3:21])[CH3:22])[C:17]([O:19][C:28]([CH3:31])([CH3:30])[CH3:29])=[O:18])(=[O:14])=[O:13])=[CH:8][CH:7]=1)[C:2]#[C:3][CH3:4]. (2) The reactants are [CH3:1][C:2]1([CH3:22])[C@H:6]([C:7]2[CH:12]=[CH:11][C:10]([CH3:13])=[CH:9][CH:8]=2)[C:5]2[C:14]([CH3:21])=[C:15]([NH2:20])[C:16]([CH3:19])=[C:17]([CH3:18])[C:4]=2[O:3]1.[CH3:23][O:24][C:25]1[CH:30]=[CH:29][C:28]([CH:31]([CH3:35])C(O)=O)=[CH:27][CH:26]=1.[C:36](OCC)(=[O:38])C.CCCCCC. No catalyst specified. The product is [CH3:23][O:24][C:25]1[CH:26]=[CH:27][C:28]([CH2:31][CH2:35][C:36]([NH:20][C:15]2[C:16]([CH3:19])=[C:17]([CH3:18])[C:4]3[O:3][C:2]([CH3:22])([CH3:1])[C@H:6]([C:7]4[CH:8]=[CH:9][C:10]([CH3:13])=[CH:11][CH:12]=4)[C:5]=3[C:14]=2[CH3:21])=[O:38])=[CH:29][CH:30]=1. The yield is 0.210.